Predict the product of the given reaction. From a dataset of Forward reaction prediction with 1.9M reactions from USPTO patents (1976-2016). (1) Given the reactants [C:1]([OH:8])(=[O:7])[CH2:2][CH2:3][C:4]([CH3:6])=[O:5].C1(N=C=NC2CCCCC2)CCCCC1.COC1C=CC(C([O:43][CH2:44][C@H:45]2[O:49][C@@H:48]([N:50]3[C:80]4[N:79]=[CH:78][N:77]=[C:54]([NH:55]C(C5C=CC=CC=5)(C5C=CC=CC=5)C5C=CC(OC)=CC=5)[C:53]=4[N:52]=[CH:51]3)[C@H:47]([OH:81])[C@@H:46]2[O:82][CH2:83][O:84][C:85](=[O:90])[C:86]([CH3:89])([CH3:88])[CH3:87])(C2C=CC=CC=2)C2C=CC=CC=2)=CC=1, predict the reaction product. The product is: [C:1]([O:8][C:44](=[O:43])[CH2:45][CH2:46][C:47]([CH3:48])=[O:81])(=[O:7])[CH2:2][CH2:3][C:4]([CH3:6])=[O:5].[C:1]([O:8][C@@H:47]1[C@H:46]([O:82][CH2:83][O:84][C:85](=[O:90])[C:86]([CH3:88])([CH3:87])[CH3:89])[C@@H:45]([CH2:44][OH:43])[O:49][C@H:48]1[N:50]1[C:80]2[N:79]=[CH:78][N:77]=[C:54]([NH2:55])[C:53]=2[N:52]=[CH:51]1)(=[O:7])[CH2:2][CH2:3][C:4]([CH3:6])=[O:5]. (2) The product is: [C:10]([N:4]1[C:3](=[O:9])[C:2]([I:1])=[CH:7][NH:6][C:5]1=[O:8])(=[O:17])[C:11]1[CH:16]=[CH:15][CH:14]=[CH:13][CH:12]=1. Given the reactants [I:1][C:2]1[C:3](=[O:9])[NH:4][C:5](=[O:8])[NH:6][CH:7]=1.[C:10](Cl)(=[O:17])[C:11]1[CH:16]=[CH:15][CH:14]=[CH:13][CH:12]=1.O, predict the reaction product.